Dataset: Catalyst prediction with 721,799 reactions and 888 catalyst types from USPTO. Task: Predict which catalyst facilitates the given reaction. (1) Reactant: [C:1]([N:5]([CH3:32])[C:6]([C:8]1[N:9]=[C:10]([C:27]2[S:28][CH:29]=[CH:30][CH:31]=2)[N:11]2[C:20]3[C:15](=[CH:16][C:17]([O:25]C)=[C:18]([CH2:21][CH:22]([CH3:24])[CH3:23])[CH:19]=3)[CH2:14][CH2:13][C:12]=12)=[O:7])([CH3:4])([CH3:3])[CH3:2].B(Br)(Br)Br.O. Product: [C:1]([N:5]([CH3:32])[C:6]([C:8]1[N:9]=[C:10]([C:27]2[S:28][CH:29]=[CH:30][CH:31]=2)[N:11]2[C:20]3[C:15](=[CH:16][C:17]([OH:25])=[C:18]([CH2:21][CH:22]([CH3:23])[CH3:24])[CH:19]=3)[CH2:14][CH2:13][C:12]=12)=[O:7])([CH3:2])([CH3:3])[CH3:4]. The catalyst class is: 2. (2) Reactant: Br[C:2]1[CH:7]=[CH:6][C:5]([CH:8]([OH:12])[CH:9]([F:11])[F:10])=[CH:4][CH:3]=1.C([O-])(=O)C.[K+].[B:18]1([B:18]2[O:22][C:21]([CH3:24])([CH3:23])[C:20]([CH3:26])([CH3:25])[O:19]2)[O:22][C:21]([CH3:24])([CH3:23])[C:20]([CH3:26])([CH3:25])[O:19]1. Product: [F:10][CH:9]([F:11])[CH:8]([C:5]1[CH:6]=[CH:7][C:2]([B:18]2[O:22][C:21]([CH3:24])([CH3:23])[C:20]([CH3:26])([CH3:25])[O:19]2)=[CH:3][CH:4]=1)[OH:12]. The catalyst class is: 3. (3) Reactant: Br[C:2]1[N:3]=[CH:4][C:5]2[N:6]([C:8]([CH2:18][OH:19])=[C:9]([C:11]3[CH:16]=[CH:15][C:14]([F:17])=[CH:13][CH:12]=3)[N:10]=2)[CH:7]=1.[NH:20]1[CH2:23][CH2:22][CH2:21]1.CO. Product: [N:20]1([C:2]2[N:3]=[CH:4][C:5]3[N:6]([C:8]([CH2:18][OH:19])=[C:9]([C:11]4[CH:16]=[CH:15][C:14]([F:17])=[CH:13][CH:12]=4)[N:10]=3)[CH:7]=2)[CH2:23][CH2:22][CH2:21]1. The catalyst class is: 6. (4) Reactant: [CH2:1]([O:4][CH:5]([C:10]1[N:14]([CH3:15])[N:13]=[CH:12][C:11]=1[N+:16]([O-:18])=[O:17])[CH2:6][CH2:7][CH:8]=[CH2:9])C=C. Product: [CH3:15][N:14]1[C:10]([CH:5]2[CH2:6][CH2:7][CH:8]=[CH:9][CH2:1][O:4]2)=[C:11]([N+:16]([O-:18])=[O:17])[CH:12]=[N:13]1. The catalyst class is: 11.